This data is from Full USPTO retrosynthesis dataset with 1.9M reactions from patents (1976-2016). The task is: Predict the reactants needed to synthesize the given product. Given the product [Cl:32][C:28]1[C:27]([F:33])=[C:26]([N:23]2[C:24](=[O:25])[C:16]3[CH:15]=[C:14]([C:12]4[C:11]([O:42][CH3:43])=[CH:10][N:9]=[C:8]([CH2:7][C:6]([OH:44])=[O:5])[CH:13]=4)[N:18]([CH:19]([CH3:21])[CH3:20])[C:17]=3[CH:22]2[C:34]2[CH:39]=[CH:38][C:37]([C:40]#[N:41])=[CH:36][CH:35]=2)[CH:31]=[CH:30][CH:29]=1, predict the reactants needed to synthesize it. The reactants are: [OH-].[Na+].C([O:5][C:6](=[O:44])[CH2:7][C:8]1[CH:13]=[C:12]([C:14]2[N:18]([CH:19]([CH3:21])[CH3:20])[C:17]3[CH:22]([C:34]4[CH:39]=[CH:38][C:37]([C:40]#[N:41])=[CH:36][CH:35]=4)[N:23]([C:26]4[CH:31]=[CH:30][CH:29]=[C:28]([Cl:32])[C:27]=4[F:33])[C:24](=[O:25])[C:16]=3[CH:15]=2)[C:11]([O:42][CH3:43])=[CH:10][N:9]=1)C.Cl.